From a dataset of Reaction yield outcomes from USPTO patents with 853,638 reactions. Predict the reaction yield, written as a fraction of the theoretical maximum amount of product (1.0 means a 100% yield; for example, 0.34 means a 34% yield). (1) The reactants are [OH:1][C:2]1[CH:11]=[CH:10][C:9]2[C:4](=[CH:5][CH:6]=[CH:7][CH:8]=2)[C:3]=1[C:12]([OH:14])=O.Cl.Cl.[CH3:17][C:18]1([CH3:35])[CH2:22][C:21]2([CH2:27][CH2:26][CH2:25][N:24]([CH:28]3[CH2:33][CH2:32][NH:31][CH2:30][CH2:29]3)[CH2:23]2)[C:20](=[O:34])[O:19]1.C(OC(C)C)(C)C. No catalyst specified. The product is [OH:1][C:2]1[CH:11]=[CH:10][C:9]2[C:4](=[CH:5][CH:6]=[CH:7][CH:8]=2)[C:3]=1[C:12]([N:31]1[CH2:32][CH2:33][CH:28]([N:24]2[CH2:25][CH2:26][CH2:27][C:21]3([C:20](=[O:34])[O:19][C:18]([CH3:17])([CH3:35])[CH2:22]3)[CH2:23]2)[CH2:29][CH2:30]1)=[O:14]. The yield is 0.430. (2) The reactants are Br[C:2]1[CH:3]=[N:4][C:5]([O:8][CH3:9])=[N:6][CH:7]=1.[C:10]([O:14][CH3:15])(=[O:13])[CH:11]=[CH2:12].C(N(CC)CC)C. The catalyst is CN(C=O)C.O.C(Cl)Cl.C([O-])(=O)C.[Pd+2].C([O-])(=O)C.C1(C)C=CC=CC=1P(C1C=CC=CC=1C)C1C=CC=CC=1C. The product is [CH3:9][O:8][C:5]1[N:4]=[CH:3][C:2](/[CH:12]=[CH:11]/[C:10]([O:14][CH3:15])=[O:13])=[CH:7][N:6]=1. The yield is 0.810. (3) The reactants are [C:1]([CH:5]([CH2:10][CH2:11][CH2:12][CH2:13][CH2:14][C:15]([O:17]CC)=[O:16])C(OC)=O)(=[O:4])[CH2:2][CH3:3].[OH-].[Na+]. The catalyst is C(O)C. The product is [O:4]=[C:1]([CH2:2][CH3:3])[CH2:5][CH2:10][CH2:11][CH2:12][CH2:13][CH2:14][C:15]([OH:17])=[O:16]. The yield is 0.700. (4) The reactants are [Cl:1][C:2]1[CH:7]=[CH:6][C:5]([C:8]2[C:13]([NH:14][NH2:15])=[N:12][N:11]([CH2:16][C:17]3[C:18]([CH3:27])=[N:19][C:20]([C:23]([F:26])([F:25])[F:24])=[CH:21][CH:22]=3)[C:10](=[O:28])[C:9]=2[C:29]2[CH:36]=[CH:35][C:32]([C:33]#[N:34])=[CH:31][CH:30]=2)=[CH:4][CH:3]=1.[CH2:37]([O:44][C@H:45]([CH3:49])[C:46](O)=[O:47])[C:38]1[CH:43]=[CH:42][CH:41]=[CH:40][CH:39]=1.CCN=C=NCCCN(C)C.C1C=CC2N(O)N=NC=2C=1.C(N(C(C)C)CC)(C)C. The catalyst is CCOC(C)=O.C1COCC1. The product is [CH2:37]([O:44][C@H:45]([CH3:49])[C:46]([NH:15][NH:14][C:13]1[C:8]([C:5]2[CH:6]=[CH:7][C:2]([Cl:1])=[CH:3][CH:4]=2)=[C:9]([C:29]2[CH:30]=[CH:31][C:32]([C:33]#[N:34])=[CH:35][CH:36]=2)[C:10](=[O:28])[N:11]([CH2:16][C:17]2[C:18]([CH3:27])=[N:19][C:20]([C:23]([F:25])([F:26])[F:24])=[CH:21][CH:22]=2)[N:12]=1)=[O:47])[C:38]1[CH:43]=[CH:42][CH:41]=[CH:40][CH:39]=1. The yield is 0.760.